This data is from Reaction yield outcomes from USPTO patents with 853,638 reactions. The task is: Predict the reaction yield, written as a fraction of the theoretical maximum amount of product (1.0 means a 100% yield; for example, 0.34 means a 34% yield). (1) The reactants are O1CCCC1.[BH4-].[Li+].C([O:10][C:11]([CH:13]1[CH2:18][CH2:17][CH2:16][C:15](=[O:19])[NH:14]1)=O)C.Cl. The catalyst is ClCCl.CO. The product is [OH:10][CH2:11][CH:13]1[NH:14][C:15](=[O:19])[CH2:16][CH2:17][CH2:18]1. The yield is 0.836. (2) The reactants are OC(C(F)(F)F)=O.[F:8][C:9]1[CH:14]=[CH:13][C:12]([C:15]2[S:16][CH:17]=[C:18]([CH2:20][N:21]3[CH2:26][CH2:25][NH:24][CH2:23][CH2:22]3)[N:19]=2)=[CH:11][CH:10]=1.[F:27][C:28]([F:44])([F:43])[C:29]1[O:33][N:32]=[C:31]([C:34]2[CH:35]=[C:36]([CH:40]=[CH:41][CH:42]=2)[C:37](O)=[O:38])[N:30]=1. No catalyst specified. The product is [F:8][C:9]1[CH:14]=[CH:13][C:12]([C:15]2[S:16][CH:17]=[C:18]([CH2:20][N:21]3[CH2:22][CH2:23][N:24]([C:37]([C:36]4[CH:40]=[CH:41][CH:42]=[C:34]([C:31]5[N:30]=[C:29]([C:28]([F:43])([F:27])[F:44])[O:33][N:32]=5)[CH:35]=4)=[O:38])[CH2:25][CH2:26]3)[N:19]=2)=[CH:11][CH:10]=1. The yield is 0.340. (3) The reactants are [C:1]([C:5]1[CH:6]=[C:7]2[C:12](=[C:13]([F:15])[CH:14]=1)[C:11](=[O:16])[N:10]([C:17]1[C:18]([CH2:38][OH:39])=[C:19]([N:23]3[C:27]4=[N:28][C:29]([CH:32]([OH:35])[CH2:33][OH:34])=[CH:30][CH:31]=[C:26]4[C:25]([C:36]#[N:37])=[CH:24]3)[CH:20]=[CH:21][CH:22]=1)[N:9]=[CH:8]2)([CH3:4])([CH3:3])[CH3:2].C([OH:42])C. The catalyst is O. The product is [C:1]([C:5]1[CH:6]=[C:7]2[C:12](=[C:13]([F:15])[CH:14]=1)[C:11](=[O:16])[N:10]([C:17]1[C:18]([CH2:38][OH:39])=[C:19]([N:23]3[C:27]4=[N:28][C:29]([CH:32]([OH:35])[CH2:33][OH:34])=[CH:30][CH:31]=[C:26]4[C:25]([C:36]([NH2:37])=[O:42])=[CH:24]3)[CH:20]=[CH:21][CH:22]=1)[N:9]=[CH:8]2)([CH3:4])([CH3:2])[CH3:3]. The yield is 0.770. (4) The reactants are CO[N:3]=[CH:4][C:5]1[CH:10]=[CH:9][C:8]([N+:11]([O-])=O)=[C:7]([OH:14])[CH:6]=1.C(=O)=O.[ClH:18].[H][H]. The catalyst is C(O)C.O1CCCC1.[Pd]. The product is [ClH:18].[ClH:18].[NH2:11][C:8]1[CH:9]=[CH:10][C:5]([CH2:4][NH2:3])=[CH:6][C:7]=1[OH:14]. The yield is 0.970. (5) The reactants are [C:1](=O)([O-])[O-].[K+].[K+].[O:7]=[C:8]1[CH2:12][CH2:11][CH2:10][CH:9]1[C:13]([O:15][CH2:16][CH3:17])=[O:14].CI. The catalyst is CC(C)=O. The product is [CH3:1][C:9]1([C:13]([O:15][CH2:16][CH3:17])=[O:14])[CH2:10][CH2:11][CH2:12][C:8]1=[O:7]. The yield is 0.820. (6) The reactants are Br[C:2]1[CH:7]=[CH:6][CH:5]=[CH:4][C:3]=1[NH:8][C:9](=[O:20])[O:10][CH:11]1[CH2:17][CH:16]2[N:18]([CH3:19])[CH:13]([CH2:14][CH2:15]2)[CH2:12]1.[C:21]1(B(O)O)[CH:26]=[CH:25][CH:24]=[CH:23][CH:22]=1.C([O-])([O-])=O.[K+].[K+]. The catalyst is COCCOC.CCO.O.C1C=CC([P]([Pd]([P](C2C=CC=CC=2)(C2C=CC=CC=2)C2C=CC=CC=2)([P](C2C=CC=CC=2)(C2C=CC=CC=2)C2C=CC=CC=2)[P](C2C=CC=CC=2)(C2C=CC=CC=2)C2C=CC=CC=2)(C2C=CC=CC=2)C2C=CC=CC=2)=CC=1. The product is [C:2]1([C:21]2[CH:26]=[CH:25][CH:24]=[CH:23][CH:22]=2)[CH:7]=[CH:6][CH:5]=[CH:4][C:3]=1[NH:8][C:9](=[O:20])[O:10][CH:11]1[CH2:17][CH:16]2[N:18]([CH3:19])[CH:13]([CH2:14][CH2:15]2)[CH2:12]1. The yield is 0.830. (7) The reactants are [CH3:1][N:2]([CH3:42])[CH2:3][CH2:4][N:5]1[C:14]2[C:9](=[CH:10][C:11]([C:15]3[CH:16]=[N:17][C:18]([NH:30][C:31](=[O:35])[NH:32][CH2:33][CH3:34])=[CH:19][C:20]=3[C:21]3[S:22][CH:23]=[C:24]([C:26]([F:29])([F:28])[F:27])[N:25]=3)=[CH:12][N:13]=2)[C:8](=[O:36])[C:7]([C:37]([O:39]CC)=[O:38])=[CH:6]1. The catalyst is C(O)C. The product is [CH3:42][N:2]([CH3:1])[CH2:3][CH2:4][N:5]1[C:14]2[C:9](=[CH:10][C:11]([C:15]3[CH:16]=[N:17][C:18]([NH:30][C:31](=[O:35])[NH:32][CH2:33][CH3:34])=[CH:19][C:20]=3[C:21]3[S:22][CH:23]=[C:24]([C:26]([F:29])([F:28])[F:27])[N:25]=3)=[CH:12][N:13]=2)[C:8](=[O:36])[C:7]([C:37]([OH:39])=[O:38])=[CH:6]1. The yield is 0.150.